The task is: Predict the product of the given reaction.. This data is from Forward reaction prediction with 1.9M reactions from USPTO patents (1976-2016). (1) Given the reactants I[C:2]1[CH:3]=[C:4]([CH:7]=[C:8]([CH3:12])[C:9]=1[O:10][CH3:11])[CH:5]=[O:6].[C:13]1(B(O)O)[CH:18]=[CH:17]C=[CH:15][CH:14]=1.O.O.O.O.O.O.O.O.[OH-].[Ba+2].[OH-].[CH3:33]OCCOC, predict the reaction product. The product is: [CH3:11][O:10][C:9]1[C:8]([C:12]2[CH:17]=[CH:18][CH:13]=[CH:14][CH:15]=2)=[CH:7][C:4]([CH:5]=[O:6])=[CH:3][C:2]=1[CH3:33]. (2) Given the reactants [CH2:1]([N:4]1[CH2:9][CH2:8][O:7][CH2:6][CH2:5]1)[C:2]#[CH:3].[CH3:10][O:11][C:12](=[O:34])[CH2:13][O:14][C:15]1[CH:20]=[CH:19][C:18]([O:21][CH2:22][C:23]#[C:24][C:25]2[CH:30]=[C:29]([Br:31])[CH:28]=[C:27](Br)[CH:26]=2)=[CH:17][C:16]=1[CH3:33], predict the reaction product. The product is: [CH3:10][O:11][C:12](=[O:34])[CH2:13][O:14][C:15]1[CH:20]=[CH:19][C:18]([O:21][CH2:22][C:23]#[C:24][C:25]2[CH:26]=[C:27]([C:3]#[C:2][CH2:1][N:4]3[CH2:9][CH2:8][O:7][CH2:6][CH2:5]3)[CH:28]=[C:29]([Br:31])[CH:30]=2)=[CH:17][C:16]=1[CH3:33]. (3) The product is: [C:21]1([C:20]2[CH:19]=[CH:18][N:7]([CH2:6][C:5]([O:4][CH2:2][CH3:3])=[O:8])[CH:16]=2)[CH:26]=[CH:25][CH:24]=[CH:23][CH:22]=1. Given the reactants Cl.[CH2:2]([O:4][C:5](=[O:8])[CH2:6][NH2:7])[CH3:3].C([O-])(=O)C.[Na+].CO[CH:16]1[CH:20]([C:21]2[CH:26]=[CH:25][CH:24]=[CH:23][CH:22]=2)[CH2:19][CH:18](OC)O1, predict the reaction product. (4) Given the reactants [Cl-].COC1N=C(OC)N=C([N+]2(C)CCOCC2)N=1.[NH2:19][C:20]1[CH:25]=[CH:24][CH:23]=[CH:22][CH:21]=1.[Cl:26][CH:27]=[C:28]1[CH:34]=[CH:33][C:32]2[CH:35]=[C:36]([C:39](O)=[O:40])[CH:37]=[CH:38][C:31]=2[O:30][CH2:29]1, predict the reaction product. The product is: [Cl:26][CH:27]=[C:28]1[CH:34]=[CH:33][C:32]2[CH:35]=[C:36]([C:39]([NH:19][C:20]3[CH:25]=[CH:24][CH:23]=[CH:22][CH:21]=3)=[O:40])[CH:37]=[CH:38][C:31]=2[O:30][CH2:29]1. (5) Given the reactants [F:1][C:2]1[CH:7]=[CH:6][C:5](I)=[CH:4][CH:3]=1.[CH2:9]([OH:13])[CH2:10][CH:11]=[CH2:12].C(=O)(O)[O-].[Na+], predict the reaction product. The product is: [F:1][C:2]1[CH:7]=[CH:6][C:5]([CH2:12][CH2:11][CH2:10][CH:9]=[O:13])=[CH:4][CH:3]=1. (6) Given the reactants Cl[C:2]1[C:8]2[CH:9]=[CH:10][CH:11]=[CH:12][C:7]=2[O:6][C:5]2[CH:13]=[CH:14][CH:15]=[CH:16][C:4]=2[N:3]=1.[CH2:17]1COCC1.C[Si]([Mg]Cl)(C)C, predict the reaction product. The product is: [CH3:17][C:2]1[C:8]2[CH:9]=[CH:10][CH:11]=[CH:12][C:7]=2[O:6][C:5]2[CH:13]=[CH:14][CH:15]=[CH:16][C:4]=2[N:3]=1. (7) Given the reactants [C:1]([O:5][C:6]([N:8]1[C@H:13]([CH2:14][CH3:15])[CH2:12][C:11](=O)[CH2:10][C@@H:9]1[CH2:17][CH3:18])=[O:7])([CH3:4])([CH3:3])[CH3:2].[F:19][C:20]([F:34])([F:33])[C:21]1[CH:22]=[C:23]([CH:26]=[C:27]([C:29]([F:32])([F:31])[F:30])[CH:28]=1)[CH2:24][NH2:25].C(O)(=O)C.[BH-](OC(C)=O)(OC(C)=O)OC(C)=O.[Na+].[OH-].[Na+], predict the reaction product. The product is: [C:1]([O:5][C:6]([N:8]1[CH:13]([CH2:14][CH3:15])[CH2:12][CH:11]([NH:25][CH2:24][C:23]2[CH:26]=[C:27]([C:29]([F:30])([F:31])[F:32])[CH:28]=[C:21]([C:20]([F:19])([F:33])[F:34])[CH:22]=2)[CH2:10][CH:9]1[CH2:17][CH3:18])=[O:7])([CH3:4])([CH3:3])[CH3:2].